From a dataset of Catalyst prediction with 721,799 reactions and 888 catalyst types from USPTO. Predict which catalyst facilitates the given reaction. (1) Reactant: C([O:8][CH:9](O)[C@:10]([O:32][Si:33]([C:36]([CH3:39])([CH3:38])[CH3:37])([CH3:35])[CH3:34])([OH:31])[C@@:11]([O:23][Si:24]([C:27]([CH3:30])([CH3:29])[CH3:28])([CH3:26])[CH3:25])([OH:22])[CH:12]([O:14][Si:15]([C:18]([CH3:21])([CH3:20])[CH3:19])([CH3:17])[CH3:16])[OH:13])C1C=CC=CC=1. Product: [Si:15]([O:14][CH:12]([OH:13])[C@@:11]([O:23][Si:24]([C:27]([CH3:30])([CH3:29])[CH3:28])([CH3:25])[CH3:26])([C@:10]([O:32][Si:33]([C:36]([CH3:37])([CH3:38])[CH3:39])([CH3:35])[CH3:34])([CH2:9][OH:8])[OH:31])[OH:22])([C:18]([CH3:21])([CH3:19])[CH3:20])([CH3:17])[CH3:16]. The catalyst class is: 99. (2) Reactant: C[O:2][C:3](=[O:15])[C:4]1[CH:9]=[CH:8][CH:7]=[C:6]([CH2:10][CH2:11][CH:12]([CH3:14])[CH3:13])[CH:5]=1.[OH-].[Na+].Cl. Product: [CH2:10]([C:6]1[CH:5]=[C:4]([CH:9]=[CH:8][CH:7]=1)[C:3]([OH:15])=[O:2])[CH2:11][CH:12]([CH3:14])[CH3:13]. The catalyst class is: 14.